This data is from Peptide-MHC class I binding affinity with 185,985 pairs from IEDB/IMGT. The task is: Regression. Given a peptide amino acid sequence and an MHC pseudo amino acid sequence, predict their binding affinity value. This is MHC class I binding data. (1) The peptide sequence is HVGRPTTVV. The MHC is HLA-A02:06 with pseudo-sequence HLA-A02:06. The binding affinity (normalized) is 0.403. (2) The peptide sequence is FQEALKKSL. The MHC is HLA-B27:03 with pseudo-sequence HLA-B27:03. The binding affinity (normalized) is 0.0847. (3) The peptide sequence is KGYVFGSFH. The MHC is HLA-A03:01 with pseudo-sequence HLA-A03:01. The binding affinity (normalized) is 0.307. (4) The peptide sequence is TPSHYSGNI. The MHC is HLA-B57:01 with pseudo-sequence HLA-B57:01. The binding affinity (normalized) is 0.0847. (5) The peptide sequence is MLLNVQTLI. The MHC is HLA-A02:01 with pseudo-sequence HLA-A02:01. The binding affinity (normalized) is 0.902. (6) The peptide sequence is DISVNASKTI. The MHC is HLA-A02:03 with pseudo-sequence HLA-A02:03. The binding affinity (normalized) is 0.133. (7) The peptide sequence is WLVTNGSYL. The MHC is H-2-Kb with pseudo-sequence H-2-Kb. The binding affinity (normalized) is 0.302.